From a dataset of Forward reaction prediction with 1.9M reactions from USPTO patents (1976-2016). Predict the product of the given reaction. (1) The product is: [Br:1][C:2]1[C:3]([CH3:9])=[CH:4][C:5]2[N:6]([CH:11]=[CH:12][N:8]=2)[CH:7]=1. Given the reactants [Br:1][C:2]1[C:3]([CH3:9])=[CH:4][C:5]([NH2:8])=[N:6][CH:7]=1.Cl[CH2:11][CH:12]=O.O, predict the reaction product. (2) Given the reactants [O:1]1[CH:5]=[CH:4][CH:3]=[C:2]1[C:6]([NH:8][C:9]1[CH:10]=[C:11]([C:15]2[C:23]3[C:18](=[CH:19][CH:20]=[C:21]([C:24]([NH2:26])=[O:25])[CH:22]=3)[N:17](C3CCCCO3)[N:16]=2)[CH:12]=[CH:13][CH:14]=1)=[O:7], predict the reaction product. The product is: [O:1]1[CH:5]=[CH:4][CH:3]=[C:2]1[C:6]([NH:8][C:9]1[CH:10]=[C:11]([C:15]2[C:23]3[C:18](=[CH:19][CH:20]=[C:21]([C:24]([NH2:26])=[O:25])[CH:22]=3)[NH:17][N:16]=2)[CH:12]=[CH:13][CH:14]=1)=[O:7]. (3) Given the reactants [NH2:1][CH:2]([C:23]1[CH:28]=[CH:27][CH:26]=[CH:25][CH:24]=1)[CH2:3][CH2:4][CH2:5][N:6]([C@H:14]([C:16]1[CH:21]=[CH:20][C:19]([Br:22])=[CH:18][CH:17]=1)[CH3:15])C(=O)OC(C)(C)C.[ClH:29], predict the reaction product. The product is: [ClH:29].[ClH:29].[Br:22][C:19]1[CH:18]=[CH:17][C:16]([C@@H:14]([NH:6][CH2:5][CH2:4][CH2:3][CH:2]([C:23]2[CH:24]=[CH:25][CH:26]=[CH:27][CH:28]=2)[NH2:1])[CH3:15])=[CH:21][CH:20]=1. (4) Given the reactants [H-].[H-].[H-].[H-].[Li+].[Al+3].[C:7]1([C:13]2([C:19](O)=[O:20])[CH2:18][CH2:17][CH2:16][CH2:15][CH2:14]2)[CH:12]=[CH:11][CH:10]=[CH:9][CH:8]=1, predict the reaction product. The product is: [C:7]1([C:13]2([CH2:19][OH:20])[CH2:18][CH2:17][CH2:16][CH2:15][CH2:14]2)[CH:12]=[CH:11][CH:10]=[CH:9][CH:8]=1. (5) Given the reactants [F:1][CH:2]1[CH2:5][N:4]([C:6]2[CH:13]=[CH:12][C:11]([C:14]3[O:18][N:17]=[C:16]([C:19]4[CH:29]=[CH:28][C:22]5[CH2:23][CH2:24][NH:25][CH2:26][CH2:27][C:21]=5[CH:20]=4)[N:15]=3)=[CH:10][C:7]=2[C:8]#[N:9])[CH2:3]1.[OH:30][CH:31]([CH2:34]O)[CH:32]=[O:33].C(O[BH-](OC(=O)C)OC(=O)C)(=O)C.[Na+].C(O)(=O)C, predict the reaction product. The product is: [OH:30][CH:31]([CH2:32][OH:33])[CH2:34][N:25]1[CH2:24][CH2:23][C:22]2[CH:28]=[CH:29][C:19]([C:16]3[N:15]=[C:14]([C:11]4[CH:12]=[CH:13][C:6]([N:4]5[CH2:5][CH:2]([F:1])[CH2:3]5)=[C:7]([CH:10]=4)[C:8]#[N:9])[O:18][N:17]=3)=[CH:20][C:21]=2[CH2:27][CH2:26]1. (6) The product is: [CH:2]12[C:10](=[O:11])[O:12][C:13](=[O:14])[CH:1]1[CH:4]1[C:5](=[O:6])[O:7][C:8](=[O:9])[CH:3]12.[CH3:19][CH2:18][N:17]([CH2:20][C:21]([NH:23][C:24]1[CH:29]=[CH:28][CH:27]=[C:26]([O:30][CH2:31][C:32]2[CH:33]=[CH:34][CH:35]=[CH:36][CH:37]=2)[CH:25]=1)=[O:22])[CH2:16][CH3:15]. Given the reactants [CH:1]12[C:13](=[O:14])[O:12][C:10](=[O:11])[CH:2]1[CH:3]1[C:8](=[O:9])[O:7][C:5](=[O:6])[CH:4]12.[CH3:15][CH2:16][N:17]([CH2:20][C:21]([NH:23][C:24]1[CH:29]=[CH:28][CH:27]=[C:26]([O:30][CH2:31][C:32]2[CH:37]=[CH:36][CH:35]=[CH:34][CH:33]=2)[CH:25]=1)=[O:22])[CH2:18][CH3:19], predict the reaction product.